From a dataset of Forward reaction prediction with 1.9M reactions from USPTO patents (1976-2016). Predict the product of the given reaction. (1) Given the reactants Cl.[Cl:2][C:3]1[CH:16]=[CH:15][C:14]2S[C:12]3[C:7](=[CH:8][CH:9]=[CH:10][CH:11]=3)[N:6]([CH2:17][CH2:18][CH2:19][NH2:20])[C:5]=2[CH:4]=1.[CH3:21][CH2:22]N(CC)CC.[F:28][C:29]1[CH:30]=[C:31]([S:36](Cl)(=[O:38])=[O:37])[CH:32]=[C:33]([F:35])[CH:34]=1.[Na+].[Cl-], predict the reaction product. The product is: [Cl:2][C:3]1[CH:16]=[CH:15][C:14]2[CH2:22][CH2:21][C:12]3[CH:11]=[CH:10][CH:9]=[CH:8][C:7]=3[N:6]([CH2:17][CH2:18][CH2:19][NH:20][S:36]([C:31]3[CH:30]=[C:29]([F:28])[CH:34]=[C:33]([F:35])[CH:32]=3)(=[O:38])=[O:37])[C:5]=2[CH:4]=1. (2) Given the reactants [CH3:1]I.[CH3:3][C:4]1([CH3:11])[NH:8][C:7](=[O:9])[NH:6][C:5]1=[O:10].[OH-].[Na+], predict the reaction product. The product is: [CH3:1][N:6]1[C:5](=[O:10])[C:4]([CH3:11])([CH3:3])[NH:8][C:7]1=[O:9]. (3) Given the reactants [NH2:1][C:2]1[N:23]=[CH:22][CH:21]=[CH:20][C:3]=1[C:4]([NH:6][C:7]1[CH:12]=[CH:11][C:10]([C:13]([F:19])([F:18])[C:14]([F:17])([F:16])[F:15])=[CH:9][CH:8]=1)=[O:5].[N:24]1[CH:29]=[CH:28][C:27]([CH:30]=O)=[N:26][CH:25]=1.[BH4-].[Na+], predict the reaction product. The product is: [F:19][C:13]([F:18])([C:10]1[CH:11]=[CH:12][C:7]([NH:6][C:4](=[O:5])[C:3]2[CH:20]=[CH:21][CH:22]=[N:23][C:2]=2[NH:1][CH2:30][C:27]2[CH:28]=[CH:29][N:24]=[CH:25][N:26]=2)=[CH:8][CH:9]=1)[C:14]([F:15])([F:16])[F:17]. (4) Given the reactants C[O:2][C:3]1[CH:4]=[C:5]2[C:10](=[CH:11][CH:12]=1)[CH:9]=[C:8]([C:13]1[O:14][C:15]3[CH:27]=[CH:26][CH:25]=[CH:24][C:16]=3[C:17]=1[C:18](=[O:23])[CH2:19][CH2:20][CH2:21][CH3:22])[CH:7]=[CH:6]2.B(Br)(Br)Br, predict the reaction product. The product is: [OH:2][C:3]1[CH:4]=[C:5]2[C:10](=[CH:11][CH:12]=1)[CH:9]=[C:8]([C:13]1[O:14][C:15]3[CH:27]=[CH:26][CH:25]=[CH:24][C:16]=3[C:17]=1[C:18](=[O:23])[CH2:19][CH2:20][CH2:21][CH3:22])[CH:7]=[CH:6]2. (5) Given the reactants [F:1][C:2]1[C:3]([NH:25][C@@H:26]2[CH2:31][CH2:30][CH2:29][N:28]([C:32](=[O:35])[CH:33]=[CH2:34])[CH2:27]2)=[N:4][C:5]([NH:8][C:9]2[CH:10]=[C:11]3[C:15](=[CH:16][CH:17]=2)[CH2:14][N:13]([CH2:18][CH:19]2CCNCC2)[CH2:12]3)=[N:6][CH:7]=1.[CH2:36]=[O:37].[BH3-]C#N.[Na+], predict the reaction product. The product is: [F:1][C:2]1[C:3]([NH:25][C@@H:26]2[CH2:31][CH2:30][CH2:29][N:28]([C:32](=[O:35])[CH:33]=[CH2:34])[CH2:27]2)=[N:4][C:5]([NH:8][C:9]2[CH:10]=[C:11]3[C:15](=[CH:16][CH:17]=2)[CH2:14][N:13]([CH:18]2[CH2:19][O:37][CH2:36]2)[CH2:12]3)=[N:6][CH:7]=1. (6) Given the reactants Br[C:2]1[CH:3]=[C:4]2[C:9](=[O:10])[N:8]3[CH2:11][CH2:12][NH:13][C:7]3([C:14]3[CH:19]=[CH:18][C:17]([CH3:20])=[CH:16][CH:15]=3)[CH2:6][N:5]2[CH:21]=1.C([O-])(=O)C.[K+].[CH3:27][C:28]1([CH3:44])[C:32]([CH3:34])([CH3:33])[O:31][B:30]([B:30]2[O:31][C:32]([CH3:34])([CH3:33])[C:28]([CH3:44])([CH3:27])[O:29]2)[O:29]1, predict the reaction product. The product is: [CH3:20][C:17]1[CH:18]=[CH:19][C:14]([C:7]23[NH:13][CH2:12][CH2:11][N:8]2[C:9](=[O:10])[C:4]2[N:5]([CH:21]=[C:2]([B:30]4[O:31][C:32]([CH3:34])([CH3:33])[C:28]([CH3:44])([CH3:27])[O:29]4)[CH:3]=2)[CH2:6]3)=[CH:15][CH:16]=1.